This data is from NCI-60 drug combinations with 297,098 pairs across 59 cell lines. The task is: Regression. Given two drug SMILES strings and cell line genomic features, predict the synergy score measuring deviation from expected non-interaction effect. Drug 1: CCCS(=O)(=O)NC1=C(C(=C(C=C1)F)C(=O)C2=CNC3=C2C=C(C=N3)C4=CC=C(C=C4)Cl)F. Drug 2: CCC(=C(C1=CC=CC=C1)C2=CC=C(C=C2)OCCN(C)C)C3=CC=CC=C3.C(C(=O)O)C(CC(=O)O)(C(=O)O)O. Cell line: MDA-MB-435. Synergy scores: CSS=41.4, Synergy_ZIP=11.7, Synergy_Bliss=13.1, Synergy_Loewe=-4.88, Synergy_HSA=10.5.